From a dataset of CYP2D6 inhibition data for predicting drug metabolism from PubChem BioAssay. Regression/Classification. Given a drug SMILES string, predict its absorption, distribution, metabolism, or excretion properties. Task type varies by dataset: regression for continuous measurements (e.g., permeability, clearance, half-life) or binary classification for categorical outcomes (e.g., BBB penetration, CYP inhibition). Dataset: cyp2d6_veith. (1) The compound is Cc1ccccc1OCC1Cn2c(nc3c2c(=O)[nH]c(=O)n3C)O1. The result is 0 (non-inhibitor). (2) The compound is CO[C@@H]1/C=C\CC(=O)N2CCC[C@@H]2C(=O)OC[C@@H](C)C(=O)OC[C@H]1C. The result is 0 (non-inhibitor). (3) The drug is OC[C@@H]1O[C@@H](n2cnc3cncnc32)[C@@H](O)[C@H]1O. The result is 0 (non-inhibitor). (4) The drug is CC(C)CO/N=C1/C[C@@H](O)[C@@H](O)[C@H]2[C@@H]1CC[C@@H]1C(=O)N(C3CCCCC3)C(=O)[C@H]12. The result is 0 (non-inhibitor). (5) The drug is COc1ccc(S(=O)(=O)N2CCc3ccccc3C2)cc1OC. The result is 0 (non-inhibitor).